Dataset: Catalyst prediction with 721,799 reactions and 888 catalyst types from USPTO. Task: Predict which catalyst facilitates the given reaction. Reactant: [CH2:1]([C:3]1[CH:8]=[CH:7][C:6]([N:9]=[C:10]=[S:11])=[CH:5][CH:4]=1)[CH3:2].[NH2:12][C:13]1[CH:18]=[C:17]([N+:19]([O-:21])=[O:20])[CH:16]=[CH:15][C:14]=1[OH:22]. Product: [CH2:1]([C:3]1[CH:8]=[CH:7][C:6]([NH:9][C:10]([NH:12][C:13]2[CH:18]=[C:17]([N+:19]([O-:21])=[O:20])[CH:16]=[CH:15][C:14]=2[OH:22])=[S:11])=[CH:5][CH:4]=1)[CH3:2]. The catalyst class is: 5.